The task is: Predict which catalyst facilitates the given reaction.. This data is from Catalyst prediction with 721,799 reactions and 888 catalyst types from USPTO. (1) Reactant: [O-]CC.[Na+].[Cl:5][C:6]1[C:7]([NH:12][NH2:13])=[N:8][CH:9]=[CH:10][CH:11]=1.[C:14](OCC)(=[O:22])/[CH:15]=[CH:16]\[C:17]([O:19][CH2:20][CH3:21])=[O:18].C(O)(=O)C. Product: [Cl:5][C:6]1[C:7]([N:12]2[CH:16]([C:17]([O:19][CH2:20][CH3:21])=[O:18])[CH2:15][C:14](=[O:22])[NH:13]2)=[N:8][CH:9]=[CH:10][CH:11]=1. The catalyst class is: 97. (2) Reactant: [CH3:1][C:2]1([CH3:14])[C:11]2[C:6](=[CH:7][CH:8]=[C:9]([F:12])[CH:10]=2)[NH:5][C:4](=[O:13])[CH2:3]1.[C:15]([O:19][C:20](O[C:20]([O:19][C:15]([CH3:18])([CH3:17])[CH3:16])=[O:21])=[O:21])([CH3:18])([CH3:17])[CH3:16]. Product: [C:15]([O:19][C:20]([N:5]1[C:6]2[C:11](=[CH:10][C:9]([F:12])=[CH:8][CH:7]=2)[C:2]([CH3:14])([CH3:1])[CH2:3][C:4]1=[O:13])=[O:21])([CH3:18])([CH3:17])[CH3:16]. The catalyst class is: 230. (3) The catalyst class is: 72. Product: [C:13](=[O:14])([OH:16])[NH2:1].[NH2:1][C@H:2]([C:10]([OH:12])=[O:11])[CH2:3][C:4]1[CH:9]=[CH:8][CH:7]=[CH:6][CH:5]=1. Reactant: [NH2:1][C@H:2]([C:10]([OH:12])=[O:11])[CH2:3][C:4]1[CH:9]=[CH:8][CH:7]=[CH:6][CH:5]=1.[C:13]([O-:16])(O)=[O:14].[Na+]. (4) Reactant: [Br:1][C:2]1[CH:3]=[N:4][N:5]([CH3:16])[C:6]=1[C:7]1[CH:8]=[C:9]([C:13]([OH:15])=O)[S:10][C:11]=1[Cl:12].[NH2:17][C@@H:18]([CH2:31][C:32]1[CH:37]=[CH:36][CH:35]=[C:34]([C:38]([F:41])([F:40])[F:39])[CH:33]=1)[CH2:19][N:20]1[C:28](=[O:29])[C:27]2[C:22](=[CH:23][CH:24]=[CH:25][CH:26]=2)[C:21]1=[O:30].CC(OC(N[C@H](C(O)=O)CC1C=CC=CC=1C(F)(F)F)=O)(C)C.C1CN([P+](Br)(N2CCCC2)N2CCCC2)CC1.F[P-](F)(F)(F)(F)F.CCN(C(C)C)C(C)C. Product: [Br:1][C:2]1[CH:3]=[N:4][N:5]([CH3:16])[C:6]=1[C:7]1[CH:8]=[C:9]([C:13]([NH:17][C@@H:18]([CH2:31][C:32]2[CH:37]=[CH:36][CH:35]=[C:34]([C:38]([F:41])([F:39])[F:40])[CH:33]=2)[CH2:19][N:20]2[C:21](=[O:30])[C:22]3[C:27](=[CH:26][CH:25]=[CH:24][CH:23]=3)[C:28]2=[O:29])=[O:15])[S:10][C:11]=1[Cl:12]. The catalyst class is: 22. (5) Reactant: [C:1]([C:4]1[C:22](=[O:23])[C@@:8]2([CH3:24])[C:9]3[C:15]([OH:16])=[CH:14][C:13]([O:17][CH3:18])=[C:12]([C:19]([NH2:21])=[O:20])[C:10]=3[O:11][C:7]2=[CH:6][C:5]=1[OH:25])(=[O:3])[CH3:2].[CH2:26]([O:30][C:31]1[C:40]2[C:35](=[CH:36][CH:37]=[CH:38][CH:39]=2)[C:34]([CH:41]=O)=[C:33]([CH3:43])[C:32]=1[CH3:44])[C:27]#[C:28][CH3:29].C([SiH](CC)CC)C.FC(F)(F)C(O)=O. Product: [C:1]([C:4]1[C:22](=[O:23])[C@@:8]2([CH3:24])[C:9]3[C:15]([OH:16])=[CH:14][C:13]([O:17][CH3:18])=[C:12]([C:19]([NH:21][CH2:41][C:34]4[C:35]5[C:40](=[CH:39][CH:38]=[CH:37][CH:36]=5)[C:31]([O:30][CH2:26][C:27]#[C:28][CH3:29])=[C:32]([CH3:44])[C:33]=4[CH3:43])=[O:20])[C:10]=3[O:11][C:7]2=[CH:6][C:5]=1[OH:25])(=[O:3])[CH3:2]. The catalyst class is: 10. (6) Reactant: [Si:1]([O:8][C@H:9]([CH2:49][O:50][Si:51]([C:54]([CH3:57])([CH3:56])[CH3:55])([CH3:53])[CH3:52])[CH2:10][C@H:11]1[O:15][C@@H:14]([CH2:16][C@H:17]2[O:22][C@@H:21]([CH2:23][CH2:24][C@@H:25]3[O:29][C@@H:28]([CH2:30][CH2:31][CH2:32][OH:33])[CH2:27][C:26]3=[CH2:34])[CH2:20][C@@H:19]([CH3:35])[C:18]2=[CH2:36])[C@H:13]([CH2:37][S:38]([C:41]2[CH:46]=[CH:45][CH:44]=[CH:43][CH:42]=2)(=[O:40])=[O:39])[C@H:12]1[O:47][CH3:48])([C:4]([CH3:7])([CH3:6])[CH3:5])([CH3:3])[CH3:2].N1C=CN=C1.Cl[Si:64]([CH2:69][CH3:70])([CH2:67][CH3:68])[CH2:65][CH3:66].[NH4+].[Cl-].CC(OC)(C)C.[Na+].[Cl-]. Product: [CH3:48][O:47][C@@H:12]1[C@@H:13]([CH2:37][S:38]([C:41]2[CH:42]=[CH:43][CH:44]=[CH:45][CH:46]=2)(=[O:39])=[O:40])[C@H:14]([CH2:16][C@@H:17]2[C:18](=[CH2:36])[C@H:19]([CH3:35])[CH2:20][C@H:21]([CH2:23][CH2:24][C@H:25]3[C:26](=[CH2:34])[CH2:27][C@H:28]([CH2:30][CH2:31][CH2:32][O:33][Si:64]([CH2:69][CH3:70])([CH2:67][CH3:68])[CH2:65][CH3:66])[O:29]3)[O:22]2)[O:15][C@@H:11]1[CH2:10][C@@H:9]([CH2:49][O:50][Si:51]([CH3:52])([CH3:53])[C:54]([CH3:56])([CH3:55])[CH3:57])[O:8][Si:1]([CH3:3])([CH3:2])[C:4]([CH3:5])([CH3:6])[CH3:7]. The catalyst class is: 4.